From a dataset of Reaction yield outcomes from USPTO patents with 853,638 reactions. Predict the reaction yield, written as a fraction of the theoretical maximum amount of product (1.0 means a 100% yield; for example, 0.34 means a 34% yield). (1) The reactants are [CH3:1][C@@H:2]1[CH2:7][N:6]([C:8]([O:10][C:11]([CH3:14])([CH3:13])[CH3:12])=[O:9])[C@H:5]([CH2:15][NH:16]CC2C=CC=CC=2)[CH2:4][CH2:3]1. The catalyst is CO.[OH-].[OH-].[Pd+2]. The product is [NH2:16][CH2:15][C@@H:5]1[CH2:4][CH2:3][C@H:2]([CH3:1])[CH2:7][N:6]1[C:8]([O:10][C:11]([CH3:12])([CH3:14])[CH3:13])=[O:9]. The yield is 0.910. (2) The reactants are C(OC(C1SC(C2C=CC(O)=CC=2)=NC=1C)=O)C.[CH3:19][O:20][C:21]([C:23]1[CH:24]=[CH:25][C:26]2[CH:30]=[C:29]([C:31]3[CH:36]=[CH:35][C:34]([O:37]C)=[CH:33][CH:32]=3)[S:28][C:27]=2[CH:39]=1)=[O:22]. No catalyst specified. The product is [CH3:19][O:20][C:21]([C:23]1[CH:24]=[CH:25][C:26]2[CH:30]=[C:29]([C:31]3[CH:36]=[CH:35][C:34]([OH:37])=[CH:33][CH:32]=3)[S:28][C:27]=2[CH:39]=1)=[O:22]. The yield is 0.120. (3) The reactants are [CH2:1]([O:3][C:4]([C:6]1([NH:11][C:12]([CH:14]2[CH2:18][CH:17]([OH:19])[CH2:16][NH:15]2)=[O:13])[CH2:8][CH:7]1[CH:9]=[CH2:10])=[O:5])[CH3:2].N1C=CN=C1.[CH3:25][C:26]([Si:29](Cl)([CH3:31])[CH3:30])([CH3:28])[CH3:27]. The catalyst is C(Cl)Cl. The product is [CH2:1]([O:3][C:4]([C:6]1([NH:11][C:12]([CH:14]2[CH2:18][CH:17]([O:19][Si:29]([C:26]([CH3:28])([CH3:27])[CH3:25])([CH3:31])[CH3:30])[CH2:16][NH:15]2)=[O:13])[CH2:8][CH:7]1[CH:9]=[CH2:10])=[O:5])[CH3:2]. The yield is 0.560. (4) The reactants are [Si]([O:8]/[N:9]=[C:10]1\[NH:11][C@@H:12]([C:22]2[CH:27]=[CH:26][C:25]([F:28])=[CH:24][C:23]=2[Br:29])[CH2:13][C:14]2[N:15]=[C:16]([NH2:21])[N:17]=[C:18]([CH3:20])[C:19]\1=2)(C(C)(C)C)(C)C.C(O)(C(F)(F)F)=O.O. The catalyst is O1CCOCC1. The product is [NH2:21][C:16]1[N:17]=[C:18]([CH3:20])[C:19]2=[C:14]([CH2:13][C@H:12]([C:22]3[CH:27]=[CH:26][C:25]([F:28])=[CH:24][C:23]=3[Br:29])[NH:11]/[C:10]/2=[N:9]\[OH:8])[N:15]=1. The yield is 0.700. (5) The reactants are [CH3:1][O:2][C:3]1[CH:10]=[CH:9][CH:8]=[CH:7][C:4]=1[CH2:5]Cl.[Cl:11][CH2:12][CH2:13][CH2:14][OH:15].[H-].[Na+]. The catalyst is CN(C=O)C. The product is [Cl:11][CH2:12][CH2:13][CH2:14][O:15][CH2:5][C:4]1[CH:7]=[CH:8][CH:9]=[CH:10][C:3]=1[O:2][CH3:1]. The yield is 0.740. (6) The yield is 0.0600. The product is [CH:4]1[C:3]2[C:8](=[N:9][C:10]3[C:15]([C:2]=2[NH:1][S:31]([C:24]2[C:25]([CH3:30])=[CH:26][C:27]([CH3:29])=[CH:28][C:23]=2[CH3:35])(=[O:33])=[O:32])=[CH:14][CH:13]=[CH:12][CH:11]=3)[CH:7]=[CH:6][CH:5]=1. The catalyst is C(Cl)(Cl)Cl. The reactants are [NH2:1][C:2]1[C:3]2[C:8]([N:9]=[C:10]3[C:15]=1[CH:14]=[CH:13][CH:12]=[CH:11]3)=[CH:7][CH:6]=[CH:5][CH:4]=2.CCN(CC)CC.[C:23]1([CH3:35])[CH:28]=[C:27]([CH3:29])[CH:26]=[C:25]([CH3:30])[C:24]=1[S:31](Cl)(=[O:33])=[O:32]. (7) The catalyst is CO. The reactants are [CH3:1][C:2]1([CH3:19])[C:11]2[C:6](=[CH:7][CH:8]=[C:9]([C:12]#[C:13][Si](C)(C)C)[CH:10]=2)[C:5](=[O:18])[CH2:4][CH2:3]1.CC1(C)C2C(=CC=C([Si](C)(C)C)C=2)C(=O)C(C#C)C1.C(=O)([O-])[O-].[K+].[K+]. The product is [C:12]([C:9]1[CH:10]=[C:11]2[C:6](=[CH:7][CH:8]=1)[C:5](=[O:18])[CH2:4][CH2:3][C:2]2([CH3:19])[CH3:1])#[CH:13]. The yield is 0.890. (8) The reactants are C([O:4][CH:5]1[CH2:10][CH:9]2[CH2:11][C:6]1([CH3:12])[CH2:7][CH2:8]2)(=O)C. The catalyst is [OH-].[Na+]. The product is [CH3:12][C:6]12[CH2:11][CH:9]([CH2:8][CH2:7]1)[CH2:10][CH:5]2[OH:4]. The yield is 0.820.